From a dataset of Forward reaction prediction with 1.9M reactions from USPTO patents (1976-2016). Predict the product of the given reaction. (1) Given the reactants C(O[C:5]1[CH:14]=[C:13]([O:15][CH3:16])[CH:12]=[CH:11][C:6]=1[NH:7][C:8](=[O:10])[CH3:9])C=C.O.C(OCC)(=O)C.CN1C[CH2:28][CH2:27][C:26]1=O, predict the reaction product. The product is: [CH2:28]([C:14]1[C:5]2[O:10][C:8]([CH3:9])=[N:7][C:6]=2[CH:11]=[CH:12][C:13]=1[O:15][CH3:16])[CH:27]=[CH2:26]. (2) Given the reactants [H-].[Na+].[F:3][C:4]([F:11])([F:10])[C:5]1[N:6]=[N:7][NH:8][N:9]=1.[Cl:12][C:13]1[C:14]([N:19]2[C:23]([C:24]([O:26][CH3:27])=[O:25])=[CH:22][C:21]([CH:28]3[CH2:30][O:29]3)=[N:20]2)=[N:15][CH:16]=[CH:17][CH:18]=1.O, predict the reaction product. The product is: [Cl:12][C:13]1[C:14]([N:19]2[C:23]([C:24]([O:26][CH3:27])=[O:25])=[CH:22][C:21]([CH:28]([OH:29])[CH2:30][N:7]3[N:8]=[N:9][C:5]([C:4]([F:11])([F:10])[F:3])=[N:6]3)=[N:20]2)=[N:15][CH:16]=[CH:17][CH:18]=1. (3) Given the reactants O.[NH2:2][NH2:3].[CH2:4]([O:6][CH:7]1[CH2:12][CH2:11][N:10]([C:13]([C:15]2[CH:16]=[C:17]([CH2:22][C:23]([C:25]3[C:26]([C:33]([O:35]C)=O)=[C:27]([CH3:32])[N:28]([CH3:31])[C:29]=3[CH3:30])=O)[CH:18]=[CH:19][C:20]=2[F:21])=[O:14])[CH2:9][CH2:8]1)[CH3:5], predict the reaction product. The product is: [CH2:4]([O:6][CH:7]1[CH2:8][CH2:9][N:10]([C:13]([C:15]2[CH:16]=[C:17]([CH:18]=[CH:19][C:20]=2[F:21])[CH2:22][C:23]2[C:25]3[C:26](=[C:27]([CH3:32])[N:28]([CH3:31])[C:29]=3[CH3:30])[C:33](=[O:35])[NH:2][N:3]=2)=[O:14])[CH2:11][CH2:12]1)[CH3:5]. (4) Given the reactants [CH2:1]([N:5]1[C:9](=[O:10])[C:8](O)=[C:7]([C:12]2[CH:17]=[CH:16][C:15]([Cl:18])=[CH:14][CH:13]=2)[S:6]1(=[O:20])=[O:19])[CH2:2][CH2:3][CH3:4].CN(C=O)C.C(Cl)(=O)C([Cl:29])=O, predict the reaction product. The product is: [CH2:1]([N:5]1[C:9](=[O:10])[C:8]([Cl:29])=[C:7]([C:12]2[CH:17]=[CH:16][C:15]([Cl:18])=[CH:14][CH:13]=2)[S:6]1(=[O:20])=[O:19])[CH2:2][CH2:3][CH3:4]. (5) Given the reactants [NH2:1][C:2]1[CH:22]=[CH:21][C:5]([CH2:6][N:7]([CH:15]2[CH2:20][CH2:19][CH2:18][CH2:17][CH2:16]2)[C:8]([C:10]2[O:11][CH:12]=[CH:13][CH:14]=2)=[O:9])=[CH:4][CH:3]=1.[CH2:23]([O:26][C:27]([NH:29][CH2:30][CH2:31][CH2:32][CH2:33][C@H:34]([NH:38]C(OCC1C2C=CC=CC=2C2C1=CC=CC=2)=O)[C:35](O)=[O:36])=[O:28])[CH:24]=[CH2:25].C1C2C(COC(=O)N[C@H](C(=O)NC3C=CC(C)=CC=3)CCCCNC(OC(C)(C)C)=O)C3C(=CC=CC=3)C=2C=CC=1, predict the reaction product. The product is: [CH2:23]([O:26][C:27](=[O:28])[NH:29][CH2:30][CH2:31][CH2:32][CH2:33][C@H:34]([NH2:38])[C:35](=[O:36])[NH:1][C:2]1[CH:3]=[CH:4][C:5]([CH2:6][N:7]([CH:15]2[CH2:20][CH2:19][CH2:18][CH2:17][CH2:16]2)[C:8]([C:10]2[O:11][CH:12]=[CH:13][CH:14]=2)=[O:9])=[CH:21][CH:22]=1)[CH:24]=[CH2:25].